Dataset: Reaction yield outcomes from USPTO patents with 853,638 reactions. Task: Predict the reaction yield, written as a fraction of the theoretical maximum amount of product (1.0 means a 100% yield; for example, 0.34 means a 34% yield). (1) The reactants are [CH:1]([N:4]1[C:8]([C:9]2[N:18]=[C:17]3[N:11]([CH2:12][CH2:13][O:14][C:15]4[CH:22]=[C:21](O)[N:20]=[CH:19][C:16]=43)[CH:10]=2)=[N:7][CH:6]=[N:5]1)([CH3:3])[CH3:2].[NH:24]1[CH2:29][CH2:28][CH:27]([CH2:30][OH:31])[CH2:26][CH2:25]1.CO. The yield is 0.480. The catalyst is C(Cl)Cl. The product is [CH:1]([N:4]1[C:8]([C:9]2[N:18]=[C:17]3[C:16]4[CH:19]=[N:20][C:21]([N:24]5[CH2:29][CH2:28][CH:27]([CH2:30][OH:31])[CH2:26][CH2:25]5)=[CH:22][C:15]=4[O:14][CH2:13][CH2:12][N:11]3[CH:10]=2)=[N:7][CH:6]=[N:5]1)([CH3:3])[CH3:2]. (2) The reactants are [NH2:1][C:2]1[CH:7]=[CH:6][C:5]([N:8]2[C:14](=[O:15])[CH2:13][C:12](=[O:16])[NH:11][C:10]3[C:17]4[C:22]([CH:23]=[CH:24][C:9]2=3)=[CH:21][CH:20]=[CH:19][CH:18]=4)=[CH:4][CH:3]=1.[N:25]1[CH:30]=[CH:29][CH:28]=[CH:27][C:26]=1[O:31][CH2:32][C:33](O)=[O:34].CN(C(ON1N=NC2C=CC=NC1=2)=[N+](C)C)C.F[P-](F)(F)(F)(F)F.C(N(CC)CC)C. The catalyst is O.CN(C)C=O. The product is [N:25]1[CH:30]=[CH:29][CH:28]=[CH:27][C:26]=1[O:31][CH2:32][C:33]([NH:1][C:2]1[CH:7]=[CH:6][C:5]([N:8]2[C:14](=[O:15])[CH2:13][C:12](=[O:16])[NH:11][C:10]3[C:17]4[C:22]([CH:23]=[CH:24][C:9]2=3)=[CH:21][CH:20]=[CH:19][CH:18]=4)=[CH:4][CH:3]=1)=[O:34]. The yield is 0.490. (3) The reactants are [Br:1][C:2]1[CH:7]=[CH:6][C:5]([S:8]([NH:11][CH2:12][C:13]2[CH:21]=[CH:20][C:16]([C:17]([OH:19])=O)=[CH:15][CH:14]=2)(=[O:10])=[O:9])=[CH:4][CH:3]=1.C(Cl)(=O)C(Cl)=O.[NH2:28][C:29]1[CH:34]=[CH:33][N:32]=[CH:31][CH:30]=1. No catalyst specified. The product is [Br:1][C:2]1[CH:3]=[CH:4][C:5]([S:8]([NH:11][CH2:12][C:13]2[CH:14]=[CH:15][C:16]([C:17]([NH:28][C:29]3[CH:34]=[CH:33][N:32]=[CH:31][CH:30]=3)=[O:19])=[CH:20][CH:21]=2)(=[O:9])=[O:10])=[CH:6][CH:7]=1. The yield is 0.130. (4) The reactants are [Br:1][C:2]1[CH:3]=[CH:4][C:5]([F:19])=[C:6]([C@@:8]2([CH:16]([F:18])[F:17])[C@H:14]3[C@H:12]([CH2:13]3)[O:11][C:10]([NH2:15])=[N:9]2)[CH:7]=1.[C:20](O[C:20](=[O:27])[C:21]1[CH:26]=[CH:25][CH:24]=[CH:23][CH:22]=1)(=[O:27])[C:21]1[CH:26]=[CH:25][CH:24]=[CH:23][CH:22]=1. The catalyst is CN(C=O)C.C([O-])([O-])=O.[Na+].[Na+]. The product is [Br:1][C:2]1[CH:3]=[CH:4][C:5]([F:19])=[C:6]([C@@:8]2([CH:16]([F:17])[F:18])[C@H:14]3[C@H:12]([CH2:13]3)[O:11][C:10]([NH:15][C:20](=[O:27])[C:21]3[CH:26]=[CH:25][CH:24]=[CH:23][CH:22]=3)=[N:9]2)[CH:7]=1. The yield is 1.00.